From a dataset of Full USPTO retrosynthesis dataset with 1.9M reactions from patents (1976-2016). Predict the reactants needed to synthesize the given product. (1) Given the product [CH3:14][C:7]([O:34][C:33](=[O:35])[CH:32]=[CH:31][C:25]1[CH:26]=[CH:27][C:28]([OH:30])=[CH:29][C:24]=1[OH:23])([CH:6]=[CH2:4])[CH2:8][CH2:9][CH:10]=[C:11]([CH3:13])[CH3:12], predict the reactants needed to synthesize it. The reactants are: NC(C)C[C:4]([CH:6]1[C:11]([CH3:13])([CH3:12])[CH2:10][CH:9]=[CH:8][CH:7]1[CH3:14])=O.C(N(CC)CC)C.[OH:23][C:24]1[CH:29]=[C:28]([OH:30])[CH:27]=[CH:26][C:25]=1[CH:31]=[CH:32][C:33]([OH:35])=[O:34].CN([P+](ON1N=NC2C=CC=CC1=2)(N(C)C)N(C)C)C.F[P-](F)(F)(F)(F)F. (2) Given the product [Si:46]([O:1][CH2:2][CH2:3][CH2:4][C:5]([NH:7][CH2:8][C:9]1[N:10]=[C:11]2[CH:17]=[C:16]([C:18]3[C:26]4[C:21](=[CH:22][CH:23]=[C:24]([O:27][CH3:28])[CH:25]=4)[N:20]([CH3:29])[CH:19]=3)[N:15]([CH2:30][O:31][CH2:32][CH2:33][Si:34]([CH3:37])([CH3:35])[CH3:36])[C:12]2=[N:13][CH:14]=1)=[O:6])([C:49]([CH3:52])([CH3:51])[CH3:50])([CH3:48])[CH3:47], predict the reactants needed to synthesize it. The reactants are: [OH:1][CH2:2][CH2:3][CH2:4][C:5]([NH:7][CH2:8][C:9]1[N:10]=[C:11]2[CH:17]=[C:16]([C:18]3[C:26]4[C:21](=[CH:22][CH:23]=[C:24]([O:27][CH3:28])[CH:25]=4)[N:20]([CH3:29])[CH:19]=3)[N:15]([CH2:30][O:31][CH2:32][CH2:33][Si:34]([CH3:37])([CH3:36])[CH3:35])[C:12]2=[N:13][CH:14]=1)=[O:6].N1C(C)=CC=CC=1C.[Si:46](OS(C(F)(F)F)(=O)=O)([C:49]([CH3:52])([CH3:51])[CH3:50])([CH3:48])[CH3:47]. (3) The reactants are: C(O)C(O)C.[CH3:6][N:7]([CH2:9][CH:10]1[C:15]([OH:24])([C:16]2[CH:21]=[C:20]([O:22][CH3:23])[CH:19]=[CH:18][CH:17]=2)[CH2:14][CH2:13][CH2:12][CH2:11]1)[CH3:8].Cl.O. Given the product [CH3:8][N:7]([CH2:9][CH:10]1[C:15]([OH:24])([C:16]2[CH:21]=[C:20]([O:22][CH3:23])[CH:19]=[CH:18][CH:17]=2)[CH2:14][CH2:13][CH2:12][CH2:11]1)[CH3:6], predict the reactants needed to synthesize it. (4) Given the product [C:29]([CH:26]1[CH2:27][CH2:28][N:23]([CH:2]([C:8]2[CH:13]=[CH:12][CH:11]=[CH:10][CH:9]=2)[C:3]([O:5][CH2:6][CH3:7])=[O:4])[CH2:24][CH2:25]1)(=[O:30])[NH2:31], predict the reactants needed to synthesize it. The reactants are: Br[CH:2]([C:8]1[CH:13]=[CH:12][CH:11]=[CH:10][CH:9]=1)[C:3]([O:5][CH2:6][CH3:7])=[O:4].CCN(C(C)C)C(C)C.[NH:23]1[CH2:28][CH2:27][CH:26]([C:29]([NH2:31])=[O:30])[CH2:25][CH2:24]1. (5) Given the product [NH2:19][C:2]1[S:6][C:5]([C:7]2[CH:8]=[N:9][CH:10]=[CH:11][CH:12]=2)=[N:4][C:3]=1[C:13]([O:15][CH2:16][CH3:17])=[O:14], predict the reactants needed to synthesize it. The reactants are: Br[C:2]1[S:6][C:5]([C:7]2[CH:8]=[N:9][CH:10]=[CH:11][CH:12]=2)=[N:4][C:3]=1[C:13]([O:15][CH2:16][CH3:17])=[O:14].O.[N-:19]=[N+]=[N-].[Na+].